Task: Predict the reactants needed to synthesize the given product.. Dataset: Full USPTO retrosynthesis dataset with 1.9M reactions from patents (1976-2016) (1) The reactants are: [NH2:1][C:2]1[C:3]([Cl:18])=[C:4]2[C:8](=[CH:9][CH:10]=1)[CH2:7][C:6]1([C:14](=[O:15])[NH:13][C:12](=[O:16])[N:11]1[CH3:17])[CH2:5]2.NC1C=C2[C:26](=[CH:27][C:28]=1Cl)[CH2:25][C:24]1([C:33](=O)[NH:32][C:31](=[O:35])[N:30]1[CH3:36])C2. Given the product [Cl:18][C:3]1[C:2]([NH:1][C:14](=[O:15])[CH2:6][N:32]2[C:33]3[CH:28]=[CH:27][CH:26]=[CH:25][C:24]=3[N:30]([C:36]3[CH:8]=[CH:9][CH:10]=[CH:2][N:1]=3)[C:31]2=[O:35])=[CH:10][CH:9]=[C:8]2[C:4]=1[CH2:5][C:6]1([C:14](=[O:15])[NH:13][C:12](=[O:16])[N:11]1[CH3:17])[CH2:7]2, predict the reactants needed to synthesize it. (2) Given the product [N:1]1([C:7]2[C:8]3[S:30][C:29]([CH:38]=[O:39])=[CH:28][C:9]=3[N:10]=[C:11]([C:13]3[CH:18]=[CH:17][CH:16]=[C:15]([O:19][SiH2:20][C:21]([CH3:27])([CH3:26])[C:22]([CH3:24])([CH3:25])[CH3:23])[CH:14]=3)[N:12]=2)[CH2:6][CH2:5][O:4][CH2:3][CH2:2]1, predict the reactants needed to synthesize it. The reactants are: [N:1]1([C:7]2[C:8]3[S:30][CH:29]=[CH:28][C:9]=3[N:10]=[C:11]([C:13]3[CH:18]=[CH:17][CH:16]=[C:15]([O:19][SiH2:20][C:21]([CH3:27])([CH3:26])[C:22]([CH3:25])([CH3:24])[CH3:23])[CH:14]=3)[N:12]=2)[CH2:6][CH2:5][O:4][CH2:3][CH2:2]1.[Li]CCCC.CN(C)[CH:38]=[O:39]. (3) Given the product [C:6]([C:7]1[CH:8]=[C:9]([CH:15]=[CH:16][CH:17]=1)[C:10]([O:12][CH2:13][CH3:14])=[O:11])#[CH:5], predict the reactants needed to synthesize it. The reactants are: C[Si]([C:5]#[C:6][C:7]1[CH:8]=[C:9]([CH:15]=[CH:16][CH:17]=1)[C:10]([O:12][CH2:13][CH3:14])=[O:11])(C)C.C([O-])([O-])=O.[K+].[K+].